Regression. Given a peptide amino acid sequence and an MHC pseudo amino acid sequence, predict their binding affinity value. This is MHC class II binding data. From a dataset of Peptide-MHC class II binding affinity with 134,281 pairs from IEDB. The peptide sequence is QANTDQRFVDVILSD. The MHC is DRB1_0101 with pseudo-sequence DRB1_0101. The binding affinity (normalized) is 0.233.